From a dataset of NCI-60 drug combinations with 297,098 pairs across 59 cell lines. Regression. Given two drug SMILES strings and cell line genomic features, predict the synergy score measuring deviation from expected non-interaction effect. (1) Drug 1: CNC(=O)C1=CC=CC=C1SC2=CC3=C(C=C2)C(=NN3)C=CC4=CC=CC=N4. Drug 2: CCC1(C2=C(COC1=O)C(=O)N3CC4=CC5=C(C=CC(=C5CN(C)C)O)N=C4C3=C2)O.Cl. Cell line: EKVX. Synergy scores: CSS=2.11, Synergy_ZIP=-2.11, Synergy_Bliss=-3.32, Synergy_Loewe=-2.24, Synergy_HSA=-3.05. (2) Synergy scores: CSS=0.322, Synergy_ZIP=-1.38, Synergy_Bliss=-4.19, Synergy_Loewe=-1.36, Synergy_HSA=-4.35. Cell line: RXF 393. Drug 1: CC1=C(C=C(C=C1)C(=O)NC2=CC(=CC(=C2)C(F)(F)F)N3C=C(N=C3)C)NC4=NC=CC(=N4)C5=CN=CC=C5. Drug 2: CNC(=O)C1=NC=CC(=C1)OC2=CC=C(C=C2)NC(=O)NC3=CC(=C(C=C3)Cl)C(F)(F)F. (3) Drug 1: C1CNP(=O)(OC1)N(CCCl)CCCl. Drug 2: CC(C)(C#N)C1=CC=C(C=C1)N2C3=C4C=C(C=CC4=NC=C3N(C2=O)C)C5=CC6=CC=CC=C6N=C5. Cell line: HCT116. Synergy scores: CSS=36.6, Synergy_ZIP=1.44, Synergy_Bliss=0.695, Synergy_Loewe=-69.6, Synergy_HSA=1.26. (4) Synergy scores: CSS=45.9, Synergy_ZIP=-4.36, Synergy_Bliss=-2.07, Synergy_Loewe=-0.653, Synergy_HSA=2.39. Drug 1: CC(CN1CC(=O)NC(=O)C1)N2CC(=O)NC(=O)C2. Drug 2: CCC1=C2CN3C(=CC4=C(C3=O)COC(=O)C4(CC)O)C2=NC5=C1C=C(C=C5)O. Cell line: LOX IMVI. (5) Drug 1: CC1=CC=C(C=C1)C2=CC(=NN2C3=CC=C(C=C3)S(=O)(=O)N)C(F)(F)F. Drug 2: CCC(=C(C1=CC=CC=C1)C2=CC=C(C=C2)OCCN(C)C)C3=CC=CC=C3.C(C(=O)O)C(CC(=O)O)(C(=O)O)O. Cell line: CCRF-CEM. Synergy scores: CSS=24.6, Synergy_ZIP=-6.23, Synergy_Bliss=-5.65, Synergy_Loewe=-10.2, Synergy_HSA=-1.24. (6) Drug 1: CN(C(=O)NC(C=O)C(C(C(CO)O)O)O)N=O. Drug 2: C(CCl)NC(=O)N(CCCl)N=O. Cell line: HS 578T. Synergy scores: CSS=59.3, Synergy_ZIP=-0.832, Synergy_Bliss=-0.264, Synergy_Loewe=1.76, Synergy_HSA=2.30. (7) Drug 1: C1CC(=O)NC(=O)C1N2CC3=C(C2=O)C=CC=C3N. Drug 2: C1=CC(=CC=C1C#N)C(C2=CC=C(C=C2)C#N)N3C=NC=N3. Cell line: MCF7. Synergy scores: CSS=-2.73, Synergy_ZIP=-1.36, Synergy_Bliss=-4.09, Synergy_Loewe=-2.43, Synergy_HSA=-3.27. (8) Drug 1: C1CCN(CC1)CCOC2=CC=C(C=C2)C(=O)C3=C(SC4=C3C=CC(=C4)O)C5=CC=C(C=C5)O. Drug 2: C1=CC(=CC=C1CC(C(=O)O)N)N(CCCl)CCCl.Cl. Cell line: HS 578T. Synergy scores: CSS=7.61, Synergy_ZIP=-1.77, Synergy_Bliss=1.86, Synergy_Loewe=-4.35, Synergy_HSA=-3.55.